This data is from Forward reaction prediction with 1.9M reactions from USPTO patents (1976-2016). The task is: Predict the product of the given reaction. (1) Given the reactants [C@H:1]12[CH2:6][C@H:5]1[CH2:4][NH:3][C@@H:2]2[CH2:7][NH:8][C:9]([C:11]1[N:18]2[C:14]([S:15][CH:16]=[CH:17]2)=[N:13][C:12]=1[CH3:19])=[O:10].[F:20][C:21]1[CH:26]=[CH:25][C:24]([C:27]2[S:31][C:30]([CH3:32])=[N:29][C:28]=2[C:33](O)=[O:34])=[CH:23][CH:22]=1, predict the reaction product. The product is: [F:20][C:21]1[CH:22]=[CH:23][C:24]([C:27]2[S:31][C:30]([CH3:32])=[N:29][C:28]=2[C:33]([N:3]2[CH2:4][C@H:5]3[C@H:1]([CH2:6]3)[C@H:2]2[CH2:7][NH:8][C:9]([C:11]2[N:18]3[C:14]([S:15][CH:16]=[CH:17]3)=[N:13][C:12]=2[CH3:19])=[O:10])=[O:34])=[CH:25][CH:26]=1. (2) Given the reactants [OH:1][C:2]([CH3:7])([CH3:6])[CH2:3][CH:4]=O.[F:8][C:9]1[CH:14]=[C:13]([F:15])[CH:12]=[CH:11][C:10]=1[C:16]1[N:17]=[C:18]2[N:22]([C:23]=1[C:24]1[N:25]=[N:26][C:27]([NH:30][NH2:31])=[CH:28][CH:29]=1)[CH:21]=[CH:20][O:19]2.C(O)(=O)C.C(O)(=O)C.IC1C=CC=CC=1, predict the reaction product. The product is: [F:8][C:9]1[CH:14]=[C:13]([F:15])[CH:12]=[CH:11][C:10]=1[C:16]1[N:17]=[C:18]2[N:22]([C:23]=1[C:24]1[CH:29]=[CH:28][C:27]3[N:26]([C:4]([CH2:3][C:2]([CH3:7])([OH:1])[CH3:6])=[N:31][N:30]=3)[N:25]=1)[CH:21]=[CH:20][O:19]2. (3) Given the reactants C[N:2](C)/[CH:3]=[CH:4]/[C:5]1[CH:10]=[CH:9][N:8]=[CH:7][N:6]=1.NOS(O)(=O)=O.C(=O)([O-])O.[Na+], predict the reaction product. The product is: [N:8]1[CH:9]=[CH:10][C:5]([CH2:4][C:3]#[N:2])=[N:6][CH:7]=1.